From a dataset of NCI-60 drug combinations with 297,098 pairs across 59 cell lines. Regression. Given two drug SMILES strings and cell line genomic features, predict the synergy score measuring deviation from expected non-interaction effect. (1) Drug 1: CC12CCC3C(C1CCC2=O)CC(=C)C4=CC(=O)C=CC34C. Drug 2: COC1=C2C(=CC3=C1OC=C3)C=CC(=O)O2. Cell line: SNB-75. Synergy scores: CSS=27.2, Synergy_ZIP=-7.44, Synergy_Bliss=-0.655, Synergy_Loewe=0.0356, Synergy_HSA=-0.703. (2) Drug 1: C1CCN(CC1)CCOC2=CC=C(C=C2)C(=O)C3=C(SC4=C3C=CC(=C4)O)C5=CC=C(C=C5)O. Drug 2: C1C(C(OC1N2C=NC3=C(N=C(N=C32)Cl)N)CO)O. Cell line: SK-MEL-2. Synergy scores: CSS=-2.01, Synergy_ZIP=0.999, Synergy_Bliss=2.80, Synergy_Loewe=-10.3, Synergy_HSA=-2.77. (3) Drug 1: CS(=O)(=O)C1=CC(=C(C=C1)C(=O)NC2=CC(=C(C=C2)Cl)C3=CC=CC=N3)Cl. Drug 2: C(=O)(N)NO. Cell line: HT29. Synergy scores: CSS=8.19, Synergy_ZIP=-2.89, Synergy_Bliss=-0.760, Synergy_Loewe=-3.44, Synergy_HSA=-3.25.